This data is from Catalyst prediction with 721,799 reactions and 888 catalyst types from USPTO. The task is: Predict which catalyst facilitates the given reaction. (1) Reactant: [C:1]1([C:7]2[S:11][CH:10]=[C:9]([CH:12]=[O:13])[CH:8]=2)[CH:6]=[CH:5][CH:4]=[CH:3][CH:2]=1.[CH3:14][O:15][C:16]1[CH:17]=[C:18]([Mg]Br)[CH:19]=[C:20]([O:24][CH3:25])[C:21]=1[O:22][CH3:23]. Product: [C:1]1([C:7]2[S:11][CH:10]=[C:9]([CH:12]([C:18]3[CH:19]=[C:20]([O:24][CH3:25])[C:21]([O:22][CH3:23])=[C:16]([O:15][CH3:14])[CH:17]=3)[OH:13])[CH:8]=2)[CH:6]=[CH:5][CH:4]=[CH:3][CH:2]=1. The catalyst class is: 1. (2) Reactant: [CH3:1][C:2]1[CH:3]=[C:4]2[N:9]([C:10]=1[C:11]([C:13]1[CH:18]=[CH:17][C:16]([N+:19]([O-])=O)=[CH:15][CH:14]=1)=[O:12])[CH:8]=[CH:7][CH:6]=[CH:5]2.O.C(O)C. Product: [NH2:19][C:16]1[CH:15]=[CH:14][C:13]([C:11]([C:10]2[N:9]3[C:4]([CH:5]=[CH:6][CH:7]=[CH:8]3)=[CH:3][C:2]=2[CH3:1])=[O:12])=[CH:18][CH:17]=1. The catalyst class is: 763.